From a dataset of HIV replication inhibition screening data with 41,000+ compounds from the AIDS Antiviral Screen. Binary Classification. Given a drug SMILES string, predict its activity (active/inactive) in a high-throughput screening assay against a specified biological target. (1) The compound is CN1CCN(C(N)=C(C#N)C(=O)Nc2ccccc2)CC1. The result is 0 (inactive). (2) The molecule is CCNC(=S)NN=Cc1ccccn1. The result is 0 (inactive). (3) The drug is CC(C)(C)C(=O)OCC1OC(N=[N+]=[N-])C(OC(=O)C(C)(C)C)C(OC(=O)C(C)(C)C)C1OC(=O)C(C)(C)C. The result is 0 (inactive). (4) The molecule is CSc1c(C#N)c(S)n(-c2ccc(Cl)cc2)c(=O)c1C#N. The result is 0 (inactive). (5) The drug is CCCCCCCCCCCCCCCCCC(=O)OCC(CO)OC(=O)CCCCCCCCCCCCCCCCC. The result is 0 (inactive). (6) The compound is CCOC(=O)Nc1cc2c(c(N)n1)N=C(c1ccc3ccccc3c1)CN2. The result is 0 (inactive). (7) The compound is O=c1[n-][n+](C2OC(CO)C(O)C2O)c2ccccn12. The result is 0 (inactive). (8) The drug is CC(=O)Nc1ccc(C(=O)NN2C(=O)C(Cl)C2c2cccc([N+](=O)[O-])c2)cc1. The result is 0 (inactive).